This data is from Forward reaction prediction with 1.9M reactions from USPTO patents (1976-2016). The task is: Predict the product of the given reaction. (1) Given the reactants [Cl:1][C:2]1[CH:7]=[CH:6][C:5]([C:8]2[N:9]([CH2:14][CH:15]([OH:20])[C:16]([F:19])([F:18])[F:17])[C:10](=[O:13])[NH:11][N:12]=2)=[CH:4][CH:3]=1.Br[CH2:22][C:23]#[CH:24].C(=O)([O-])[O-].[K+].[K+].O, predict the reaction product. The product is: [Cl:1][C:2]1[CH:7]=[CH:6][C:5]([C:8]2[N:9]([CH2:14][CH:15]([OH:20])[C:16]([F:18])([F:19])[F:17])[C:10](=[O:13])[N:11]([CH2:24][C:23]#[CH:22])[N:12]=2)=[CH:4][CH:3]=1. (2) Given the reactants [NH2:1][C:2]1[N:6]([CH3:7])[C:5](=[O:8])[C:4]([C:19]2[CH:24]=[CH:23][C:22]([F:25])=[C:21](Br)[CH:20]=2)([C:9]2[CH:14]=[C:13]([CH2:15][CH3:16])[N:12]=[C:11]([CH2:17][CH3:18])[CH:10]=2)[N:3]=1.[F:27][C:28]1[CH:33]=[CH:32][N:31]=[CH:30][C:29]=1[Sn](CCCC)(CCCC)CCCC, predict the reaction product. The product is: [NH2:1][C:2]1[N:6]([CH3:7])[C:5](=[O:8])[C:4]([C:9]2[CH:14]=[C:13]([CH2:15][CH3:16])[N:12]=[C:11]([CH2:17][CH3:18])[CH:10]=2)([C:19]2[CH:24]=[CH:23][C:22]([F:25])=[C:21]([C:29]3[CH:30]=[N:31][CH:32]=[CH:33][C:28]=3[F:27])[CH:20]=2)[N:3]=1.